Dataset: Full USPTO retrosynthesis dataset with 1.9M reactions from patents (1976-2016). Task: Predict the reactants needed to synthesize the given product. (1) The reactants are: ClC1C(OCC2(C(F)(F)F)CCCCC2)=C[C:5](F)=[C:6]([CH:14]=1)C(OC(C)(C)C)=O.Cl[C:29]1[C:30]([O:43][CH2:44][CH:45]2[CH2:50][CH2:49][C:48]([CH3:52])([CH3:51])[CH2:47][CH2:46]2)=[CH:31][C:32]([F:42])=[C:33]([CH:41]=1)[C:34]([O:36][C:37]([CH3:40])([CH3:39])[CH3:38])=[O:35]. Given the product [CH:14]1([C:29]2[C:30]([O:43][CH2:44][CH:45]3[CH2:50][CH2:49][C:48]([CH3:52])([CH3:51])[CH2:47][CH2:46]3)=[CH:31][C:32]([F:42])=[C:33]([CH:41]=2)[C:34]([O:36][C:37]([CH3:40])([CH3:39])[CH3:38])=[O:35])[CH2:6][CH2:5]1, predict the reactants needed to synthesize it. (2) Given the product [CH2:26]([N:23]([CH2:24][CH3:25])[S:22]([C:20]1[CH:19]=[CH:18][C:17]2[O:30][CH2:43][CH2:42][N:15]([C:13](=[O:14])[C:12]3[CH:11]=[C:10]([Cl:34])[C:9]([O:8][CH2:1][C:2]4[CH:3]=[CH:4][CH:5]=[CH:6][CH:7]=4)=[C:32]([Cl:33])[CH:31]=3)[C:16]=2[CH:21]=1)(=[O:28])=[O:29])[CH3:27], predict the reactants needed to synthesize it. The reactants are: [CH2:1]([O:8][C:9]1[C:32]([Cl:33])=[CH:31][C:12]([C:13]([NH:15][C:16]2[CH:21]=[C:20]([S:22](=[O:29])(=[O:28])[N:23]([CH2:26][CH3:27])[CH2:24][CH3:25])[CH:19]=[CH:18][C:17]=2[OH:30])=[O:14])=[CH:11][C:10]=1[Cl:34])[C:2]1[CH:7]=[CH:6][CH:5]=[CH:4][CH:3]=1.C(=O)([O-])[O-].[K+].[K+].Br[CH2:42][CH2:43]Br.O. (3) Given the product [CH3:1][O:2][C:3]1[CH:4]=[C:5]2[C:10](=[CH:11][C:12]=1[O:13][CH3:14])[C:9]([CH3:15])=[N:8][C:7]([C:16]1[CH:17]=[C:18]([N:19]([S:31]([CH3:30])(=[O:33])=[O:32])[S:31]([CH3:30])(=[O:33])=[O:32])[CH:20]=[CH:21][CH:22]=1)=[CH:6]2, predict the reactants needed to synthesize it. The reactants are: [CH3:1][O:2][C:3]1[CH:4]=[C:5]2[C:10](=[CH:11][C:12]=1[O:13][CH3:14])[C:9]([CH3:15])=[N:8][C:7]([C:16]1[CH:17]=[C:18]([CH:20]=[CH:21][CH:22]=1)[NH2:19])=[CH:6]2.CCN(CC)CC.[CH3:30][S:31](Cl)(=[O:33])=[O:32]. (4) Given the product [NH2:71][C:53]1[N:54]=[CH:55][C:56]([C:58]2[N:62]([CH2:63][CH3:64])[N:61]=[C:60]([CH:65]3[CH2:66][CH2:67][N:68]([C:30](=[O:32])[CH2:29][C:28]([O:27][CH2:25][CH3:26])=[O:33])[CH2:69][CH2:70]3)[N:59]=2)=[N:57][C:52]=1[C:50]1[O:51][C:47]([C:43]([CH3:44])([CH3:45])[CH3:46])=[N:48][N:49]=1, predict the reactants needed to synthesize it. The reactants are: F[P-](F)(F)(F)(F)F.N1(OC(N(C)C)=[N+](C)C)C2N=CC=CC=2N=N1.[CH2:25]([O:27][C:28](=[O:33])[CH2:29][C:30]([OH:32])=O)[CH3:26].C(N(C(C)C)C(C)C)C.[C:43]([C:47]1[O:51][C:50]([C:52]2[C:53]([NH2:71])=[N:54][CH:55]=[C:56]([C:58]3[N:62]([CH2:63][CH3:64])[N:61]=[C:60]([CH:65]4[CH2:70][CH2:69][NH:68][CH2:67][CH2:66]4)[N:59]=3)[N:57]=2)=[N:49][N:48]=1)([CH3:46])([CH3:45])[CH3:44].